This data is from Full USPTO retrosynthesis dataset with 1.9M reactions from patents (1976-2016). The task is: Predict the reactants needed to synthesize the given product. (1) Given the product [N+:1]([C:4]1[CH:5]=[CH:6][CH:7]=[C:8]2[C:13]=1[N:12]=[CH:11][C:10]([O:14][CH3:16])=[CH:9]2)([O-:3])=[O:2], predict the reactants needed to synthesize it. The reactants are: [N+:1]([C:4]1[CH:5]=[CH:6][CH:7]=[C:8]2[C:13]=1[N:12]=[CH:11][C:10]([OH:14])=[CH:9]2)([O-:3])=[O:2].I[CH3:16]. (2) Given the product [C:10]1([C:33]2[CH:38]=[CH:37][CH:36]=[CH:35][CH:34]=2)[CH:15]=[CH:14][C:13]([N:16]2[C:29]3[C:24](=[CH:25][CH:26]=[CH:27][CH:28]=3)[C:23]([CH3:31])([CH3:30])[C:22]3[CH:21]=[C:20]([C:1]4[CH:6]=[CH:5][CH:4]=[CH:3][CH:2]=4)[CH:19]=[CH:18][C:17]2=3)=[CH:12][CH:11]=1, predict the reactants needed to synthesize it. The reactants are: [C:1]1(B(O)O)[CH:6]=[CH:5][CH:4]=[CH:3][CH:2]=1.[C:10]1([C:33]2[CH:38]=[CH:37][CH:36]=[CH:35][CH:34]=2)[CH:15]=[CH:14][C:13]([N:16]2[C:29]3[C:24](=[CH:25][CH:26]=[CH:27][CH:28]=3)[C:23]([CH3:31])([CH3:30])[C:22]3[CH:21]=[C:20](Cl)[CH:19]=[CH:18][C:17]2=3)=[CH:12][CH:11]=1.[F-].[Cs+]. (3) Given the product [CH3:1][N:2]([CH3:10])[C:3](=[O:9])[CH2:4][O:5][CH2:6][CH2:7][Cl:13], predict the reactants needed to synthesize it. The reactants are: [CH3:1][N:2]([CH3:10])[C:3](=[O:9])[CH2:4][O:5][CH2:6][CH2:7]O.S(Cl)([Cl:13])=O. (4) Given the product [P:27]([O:17][CH2:16][C@H:12]1[O:11][CH2:10][C@@H:9]([N:1]2[CH:8]=[CH:7][C:5](=[O:6])[NH:4][C:2]2=[O:3])[CH2:14][C@@H:13]1[OH:15])([O:26][P:23]([O:22][P:19]([OH:20])([OH:21])=[O:18])([OH:25])=[O:24])(=[O:28])[OH:29], predict the reactants needed to synthesize it. The reactants are: [N:1]1([C@H:9]2[CH2:14][C@H:13]([OH:15])[C@@H:12]([CH2:16][OH:17])[O:11][CH2:10]2)[CH:8]=[CH:7][C:5](=[O:6])[NH:4][C:2]1=[O:3].[O-:18][P:19]([O:22][P:23]([O:26][P:27]([O-])([O-:29])=[O:28])([O-:25])=[O:24])(=[O:21])[O-:20].[Li+].[Li+].P(OC[C@H]1OC[C@@H](N2C=CC(=O)NC2=O)C[C@@H]1O)([O-])([O-])=O.N1CCOCC1.CN(C=O)C. (5) Given the product [NH2:2][C:1]1[NH:15][N:14]=[CH:9][C:3]=1[C:4]([O:6][CH2:7][CH3:8])=[O:13], predict the reactants needed to synthesize it. The reactants are: [C:1]([C:3](=[CH:9]OCC)[C:4]([O:6][CH2:7][CH3:8])=O)#[N:2].[OH2:13].[NH2:14][NH2:15]. (6) Given the product [NH2:23][C:24]1[N:31]=[C:30]([CH3:32])[C:29]([CH2:33][NH:34][C:16](=[O:18])[C:15]2[CH:19]=[CH:20][N:21]=[C:13]([CH2:12][C:8]3[CH:9]=[C:10]4[C:5](=[CH:6][CH:7]=3)[N:4]=[CH:3][C:2]([Cl:1])=[CH:11]4)[CH:14]=2)=[CH:28][C:25]=1[C:26]#[N:27], predict the reactants needed to synthesize it. The reactants are: [Cl:1][C:2]1[CH:3]=[N:4][C:5]2[C:10]([CH:11]=1)=[CH:9][C:8]([CH2:12][C:13]1[CH:14]=[C:15]([CH:19]=[CH:20][N:21]=1)[C:16]([OH:18])=O)=[CH:7][CH:6]=2.Cl.[NH2:23][C:24]1[N:31]=[C:30]([CH3:32])[C:29]([CH2:33][NH2:34])=[CH:28][C:25]=1[C:26]#[N:27].CCN=C=NCCCN(C)C.C1C=CC2N(O)N=NC=2C=1.